This data is from Full USPTO retrosynthesis dataset with 1.9M reactions from patents (1976-2016). The task is: Predict the reactants needed to synthesize the given product. (1) Given the product [ClH:53].[CH2:35]([C@@H:31]1[CH2:30][NH:29][CH2:34][CH2:33][N:32]1[C:19](=[O:20])[CH2:18][C:10]1[CH:9]=[N:8][N:7]([C:1]2[CH:6]=[CH:5][CH:4]=[CH:3][CH:2]=2)[C:11]=1[C:12]1[CH:13]=[CH:14][CH:15]=[CH:16][CH:17]=1)[C:36]1[CH:41]=[CH:40][CH:39]=[CH:38][CH:37]=1, predict the reactants needed to synthesize it. The reactants are: [C:1]1([N:7]2[C:11]([C:12]3[CH:17]=[CH:16][CH:15]=[CH:14][CH:13]=3)=[C:10]([CH2:18][C:19](O)=[O:20])[CH:9]=[N:8]2)[CH:6]=[CH:5][CH:4]=[CH:3][CH:2]=1.C([N:29]1[CH2:34][CH2:33][NH:32][C@H:31]([CH2:35][C:36]2[CH:41]=[CH:40][CH:39]=[CH:38][CH:37]=2)[CH2:30]1)C1C=CC=CC=1.CCN=C=NCCCN(C)C.[ClH:53].C1C=CC2N(O)N=NC=2C=1.C(=O)(O)[O-].[Na+]. (2) Given the product [CH2:1]([S:3]([C:6]1[CH:11]=[CH:10][C:9]([CH2:12][C:13]([NH2:18])=[O:15])=[CH:8][CH:7]=1)(=[O:5])=[O:4])[CH3:2], predict the reactants needed to synthesize it. The reactants are: [CH2:1]([S:3]([C:6]1[CH:11]=[CH:10][C:9]([CH2:12][C:13]([OH:15])=O)=[CH:8][CH:7]=1)(=[O:5])=[O:4])[CH3:2].CC[N:18](CC)CC.CN(C(ON1N=NC2C=CC=NC1=2)=[N+](C)C)C.F[P-](F)(F)(F)(F)F.[NH4+].[Cl-].